This data is from Full USPTO retrosynthesis dataset with 1.9M reactions from patents (1976-2016). The task is: Predict the reactants needed to synthesize the given product. (1) Given the product [N:47]1[CH:48]=[CH:50][C:16]([O:20][C:35]2[CH:40]=[CH:39][C:38]([NH:43][C:10]([C:2]3[NH:1][C:5]4[CH:6]=[CH:7][CH:8]=[CH:9][C:4]=4[N:3]=3)=[O:12])=[CH:37][CH:36]=2)=[CH:53][CH:51]=1, predict the reactants needed to synthesize it. The reactants are: [N:1]1[C:5]2[CH:6]=[CH:7][CH:8]=[CH:9][C:4]=2[NH:3][C:2]=1[C:10]([OH:12])=O.CN([C:16]([O:20]N1N=NC2C=CC=CC1=2)=[N+](C)C)C.[B-](F)(F)(F)F.[CH:35]1[CH:36]=[CH:37][C:38]2[N:43](O)N=N[C:39]=2[CH:40]=1.CC[N:47]([CH:51]([CH3:53])C)[CH:48]([CH3:50])C. (2) Given the product [F:15][C:14]1[CH:13]=[CH:12][C:11]([N:16]2[CH:20]=[CH:19][CH:18]=[N:17]2)=[CH:10][C:9]=1[OH:8], predict the reactants needed to synthesize it. The reactants are: C([O:8][C:9]1[CH:10]=[C:11]([N:16]2[CH:20]=[CH:19][CH:18]=[N:17]2)[CH:12]=[CH:13][C:14]=1[F:15])C1C=CC=CC=1.